This data is from Drug-target binding data from BindingDB using IC50 measurements. The task is: Regression. Given a target protein amino acid sequence and a drug SMILES string, predict the binding affinity score between them. We predict pIC50 (pIC50 = -log10(IC50 in M); higher means more potent). Dataset: bindingdb_ic50. The drug is CC1CCN(C(=S)c2ccccc2O)CC1. The pIC50 is 4.2. The target protein (Q04637) has sequence MNKAPQSTGPPPAPSPGLPQPAFPPGQTAPVVFSTPQATQMNTPSQPRQHFYPSRAQPPSSAASRVQSAAPARPGPAAHVYPAGSQVMMIPSQISYPASQGAYYIPGQGRSTYVVPTQQYPVQPGAPGFYPGASPTEFGTYAGAYYPAQGVQQFPTGVAPTPVLMNQPPQIAPKRERKTIRIRDPNQGGKDITEEIMSGARTASTPTPPQTGGGLEPQANGETPQVAVIVRPDDRSQGAIIADRPGLPGPEHSPSESQPSSPSPTPSPSPVLEPGSEPNLAVLSIPGDTMTTIQMSVEESTPISRETGEPYRLSPEPTPLAEPILEVEVTLSKPVPESEFSSSPLQAPTPLASHTVEIHEPNGMVPSEDLEPEVESSPELAPPPACPSESPVPIAPTAQPEELLNGAPSPPAVDLSPVSEPEEQAKEVTASMAPPTIPSATPATAPSATSPAQEEEMEEEEEEEEGEAGEAGEAESEKGGEELLPPESTPIPANLSQNLE....